Dataset: Reaction yield outcomes from USPTO patents with 853,638 reactions. Task: Predict the reaction yield, written as a fraction of the theoretical maximum amount of product (1.0 means a 100% yield; for example, 0.34 means a 34% yield). (1) The reactants are N[C:2]1[S:6][C:5]([C:7]([O:9][CH2:10][CH3:11])=[O:8])=[C:4]([C:12]2[CH:17]=[CH:16][C:15]([Cl:18])=[CH:14][C:13]=2[Cl:19])[C:3]=1[C:20]#[N:21].[I:22]CI.N(OCCC(C)C)=O. The catalyst is C(#N)C. The product is [C:20]([C:3]1[C:4]([C:12]2[CH:17]=[CH:16][C:15]([Cl:18])=[CH:14][C:13]=2[Cl:19])=[C:5]([C:7]([O:9][CH2:10][CH3:11])=[O:8])[S:6][C:2]=1[I:22])#[N:21]. The yield is 0.370. (2) The catalyst is O.C1(C)C=CC(S(O)(=O)=O)=CC=1.C(=O)([O-])[O-].[K+].[K+]. The reactants are [CH:1](=[O:4])[CH2:2][CH3:3].[CH2:5]([OH:8])[CH:6]=[CH2:7].S([O-])([O-])(=O)=O.[Mg+2].O.[CH3:16][CH2:17][CH2:18]CCC. The product is [CH2:1]([O:4][CH:5]([O:8][CH2:18][CH:17]=[CH2:16])[CH2:6][CH3:7])[CH:2]=[CH2:3]. The yield is 0.850. (3) The reactants are [CH:1]([N:14]1[C:22]2[C:17](=[CH:18][C:19]([Cl:23])=[CH:20][CH:21]=2)[C:16]([CH2:24][CH2:25][S:26]([C:29]2[CH:38]=[CH:37][C:32]([C:33]([O:35]C)=[O:34])=[CH:31][CH:30]=2)(=[O:28])=[O:27])=[C:15]1[CH2:39][CH2:40][NH:41][S:42]([CH2:45][C:46]1[C:51]([F:52])=[CH:50][CH:49]=[CH:48][C:47]=1[F:53])(=[O:44])=[O:43])([C:8]1[CH:13]=[CH:12][CH:11]=[CH:10][CH:9]=1)[C:2]1[CH:7]=[CH:6][CH:5]=[CH:4][CH:3]=1.C1COCC1.[OH-].[Na+]. The catalyst is CO. The product is [CH:1]([N:14]1[C:22]2[C:17](=[CH:18][C:19]([Cl:23])=[CH:20][CH:21]=2)[C:16]([CH2:24][CH2:25][S:26]([C:29]2[CH:38]=[CH:37][C:32]([C:33]([OH:35])=[O:34])=[CH:31][CH:30]=2)(=[O:27])=[O:28])=[C:15]1[CH2:39][CH2:40][NH:41][S:42]([CH2:45][C:46]1[C:51]([F:52])=[CH:50][CH:49]=[CH:48][C:47]=1[F:53])(=[O:43])=[O:44])([C:2]1[CH:7]=[CH:6][CH:5]=[CH:4][CH:3]=1)[C:8]1[CH:9]=[CH:10][CH:11]=[CH:12][CH:13]=1. The yield is 0.960. (4) The yield is 0.660. The product is [CH2:1]([O:3][C:4](=[O:9])[CH:5]([C:6]#[N:7])[NH:8][C:19](=[O:20])[CH2:18][O:17][CH3:16])[CH3:2]. The reactants are [CH2:1]([O:3][C:4](=[O:9])[CH:5]([NH2:8])[C:6]#[N:7])[CH3:2].N1C=CC=CC=1.[CH3:16][O:17][CH2:18][C:19](Cl)=[O:20]. The catalyst is ClCCl. (5) The reactants are [Br:1][C:2]1[C:7]([F:8])=[CH:6][C:5]([NH:9][C:10](=[O:12])[CH3:11])=[C:4]([CH3:13])[CH:3]=1.CC(OC(C)=O)=O.CC([O-])=O.[K+].C1OCCOCCOCCOCCOCCOC1.[N:44](OCCC(C)C)=O. The catalyst is C(Cl)(Cl)Cl.CCOC(C)=O. The product is [Br:1][C:2]1[CH:3]=[C:4]2[C:5](=[CH:6][C:7]=1[F:8])[N:9]([C:10](=[O:12])[CH3:11])[N:44]=[CH:13]2. The yield is 1.00. (6) The reactants are Br[C:2]1[S:3][C:4]([NH:16][C:17]([C:19]2[CH:20]=[N:21][N:22]3[CH:27]=[CH:26][CH:25]=[N:24][C:23]=23)=[O:18])=[C:5]([C:7]2[CH:12]=[C:11]([Cl:13])[CH:10]=[CH:9][C:8]=2[O:14][CH3:15])[N:6]=1.C([O-])=O.[Na+].CN(C=O)C. The catalyst is C1C=CC([P]([Pd]([P](C2C=CC=CC=2)(C2C=CC=CC=2)C2C=CC=CC=2)([P](C2C=CC=CC=2)(C2C=CC=CC=2)C2C=CC=CC=2)[P](C2C=CC=CC=2)(C2C=CC=CC=2)C2C=CC=CC=2)(C2C=CC=CC=2)C2C=CC=CC=2)=CC=1.C(Cl)Cl. The product is [Cl:13][C:11]1[CH:10]=[CH:9][C:8]([O:14][CH3:15])=[C:7]([C:5]2[N:6]=[CH:2][S:3][C:4]=2[NH:16][C:17]([C:19]2[CH:20]=[N:21][N:22]3[CH:27]=[CH:26][CH:25]=[N:24][C:23]=23)=[O:18])[CH:12]=1. The yield is 0.270. (7) The reactants are [N:1]([CH2:4][CH2:5][CH:6]([OH:14])[C:7]([F:13])([F:12])[C:8]([F:11])([F:10])[F:9])=[N+:2]=[N-:3].Cl[C:16]1[N:23]=[C:22]([C:24]([F:27])([F:26])[F:25])[CH:21]=[CH:20][C:17]=1[C:18]#[N:19].C(=O)([O-])[O-].[Cs+].[Cs+].O. The catalyst is CN(C)C=O. The product is [N:1]([CH2:4][CH2:5][CH:6]([O:14][C:16]1[N:23]=[C:22]([C:24]([F:27])([F:25])[F:26])[CH:21]=[CH:20][C:17]=1[C:18]#[N:19])[C:7]([F:12])([F:13])[C:8]([F:10])([F:11])[F:9])=[N+:2]=[N-:3]. The yield is 0.880.